This data is from Full USPTO retrosynthesis dataset with 1.9M reactions from patents (1976-2016). The task is: Predict the reactants needed to synthesize the given product. (1) Given the product [CH3:25][N:26]1[CH:30]=[C:29]([S:31]([N:22]2[CH2:21][CH2:20][CH:19]([C:10]3[C:9]4[C:13](=[C:14]([C:16]([NH2:18])=[O:17])[CH:15]=[C:7]([C:1]5[CH:2]=[CH:3][CH:4]=[CH:5][CH:6]=5)[CH:8]=4)[NH:12][CH:11]=3)[CH2:24][CH2:23]2)(=[O:33])=[O:32])[N:28]=[C:27]1[CH3:35], predict the reactants needed to synthesize it. The reactants are: [C:1]1([C:7]2[CH:8]=[C:9]3[C:13](=[C:14]([C:16]([NH2:18])=[O:17])[CH:15]=2)[NH:12][CH:11]=[C:10]3[C:19]2[CH2:20][CH2:21][NH:22][CH2:23][CH:24]=2)[CH:6]=[CH:5][CH:4]=[CH:3][CH:2]=1.[CH3:25][N:26]1[CH:30]=[C:29]([S:31](Cl)(=[O:33])=[O:32])[N:28]=[C:27]1[CH3:35].C(N(CC)CC)C. (2) Given the product [N:24]1([C:30]([NH:32][C:20]([C:9]2[C:8]([CH3:23])=[C:7]([C:5]3[S:6][C:2]([Cl:1])=[CH:3][CH:4]=3)[N:11]([C:12]3[CH:17]=[CH:16][C:15]([Cl:18])=[CH:14][C:13]=3[Cl:19])[N:10]=2)=[O:21])=[O:31])[CH2:29][CH2:28][CH2:27][CH2:26][CH2:25]1, predict the reactants needed to synthesize it. The reactants are: [Cl:1][C:2]1[S:6][C:5]([C:7]2[N:11]([C:12]3[CH:17]=[CH:16][C:15]([Cl:18])=[CH:14][C:13]=3[Cl:19])[N:10]=[C:9]([C:20](Cl)=[O:21])[C:8]=2[CH3:23])=[CH:4][CH:3]=1.[N:24]1([C:30]([NH2:32])=[O:31])[CH2:29][CH2:28][CH2:27][CH2:26][CH2:25]1.C[Si]([N-][Si](C)(C)C)(C)C.[Li+]. (3) The reactants are: [NH2:1][C:2]1[CH:10]=[CH:9][C:8]([C:11]([CH3:14])([CH3:13])[CH3:12])=[CH:7][C:3]=1[C:4]([NH2:6])=O.[Cl-:15].[N:16]1([C:22]([O:24][CH2:25][CH3:26])=[O:23])[CH2:21][CH2:20][NH:19][CH2:18][CH2:17]1. Given the product [C:11]([C:8]1[CH:7]=[C:3]2[C:2](=[CH:10][CH:9]=1)[N:1]=[C:4]([C:3]1[CH:7]=[CH:8][CH:9]=[CH:10][C:2]=1[Cl:15])[N:6]=[C:4]2[N:19]1[CH2:20][CH2:21][N:16]([C:22]([O:24][CH2:25][CH3:26])=[O:23])[CH2:17][CH2:18]1)([CH3:14])([CH3:13])[CH3:12], predict the reactants needed to synthesize it. (4) Given the product [F:31][C:26]1[CH:25]=[C:24]([C:17]2[C:18]3[CH2:23][O:22][CH2:21][CH2:20][C:19]=3[N:15]([C:13]([NH:12][C@@H:7]([C:8]([CH3:9])([CH3:11])[CH3:10])[C:6]([NH:5][CH2:4][C:35]3[O:36][C:37]([CH3:40])=[N:38][N:39]=3)=[O:32])=[O:14])[N:16]=2)[CH:29]=[CH:28][C:27]=1[F:30], predict the reactants needed to synthesize it. The reactants are: C(C[CH2:4][NH:5][C:6](=[O:32])[C@@H:7]([NH:12][C:13]([N:15]1[C:19]2[CH2:20][CH2:21][O:22][CH2:23][C:18]=2[C:17]([C:24]2[CH:29]=[CH:28][C:27]([F:30])=[C:26]([F:31])[CH:25]=2)=[N:16]1)=[O:14])[C:8]([CH3:11])([CH3:10])[CH3:9])#N.NC[C:35]1[O:36][C:37]([CH3:40])=[N:38][N:39]=1. (5) Given the product [F:58][C:57]([F:60])([F:59])[S:54]([O:44][C:43]1[CH:42]=[C:41]2[C:5]([CH2:6][C:7]3[C:11]([C:12]4[CH:17]=[CH:16][C:15]([C:18]5[CH:19]=[CH:20][C:21]([O:24][CH2:25][O:26][CH2:27][CH2:28][Si:29]([CH3:32])([CH3:31])[CH3:30])=[CH:22][CH:23]=5)=[CH:14][CH:13]=4)=[N:10][N:9]([CH2:33][O:34][CH2:35][CH2:36][Si:37]([CH3:40])([CH3:39])[CH3:38])[C:8]=32)=[CH:4][C:3]=1[O:2][CH3:1])(=[O:56])=[O:55], predict the reactants needed to synthesize it. The reactants are: [CH3:1][O:2][C:3]1[CH:4]=[C:5]2[C:41](=[CH:42][C:43]=1[OH:44])[C:8]1[N:9]([CH2:33][O:34][CH2:35][CH2:36][Si:37]([CH3:40])([CH3:39])[CH3:38])[N:10]=[C:11]([C:12]3[CH:17]=[CH:16][C:15]([C:18]4[CH:23]=[CH:22][C:21]([O:24][CH2:25][O:26][CH2:27][CH2:28][Si:29]([CH3:32])([CH3:31])[CH3:30])=[CH:20][CH:19]=4)=[CH:14][CH:13]=3)[C:7]=1[CH2:6]2.[H-].[Na+].C1(N[S:54]([C:57]([F:60])([F:59])[F:58])(=[O:56])=[O:55])C=CC=CC=1. (6) Given the product [CH3:12][C:11]1[C:2]([CH3:1])([CH2:3][CH2:4][CH2:5][CH2:6][S:7]([OH:10])(=[O:9])=[O:8])[C:33]2[C:34](=[CH:35][CH:36]=[C:37]([S:7]([OH:10])(=[O:9])=[O:8])[CH:38]=2)[N:39]=1, predict the reactants needed to synthesize it. The reactants are: [CH3:1][CH:2]([C:11](=O)[CH3:12])[CH2:3][CH2:4][CH2:5][CH2:6][S:7]([OH:10])(=[O:9])=[O:8].N[C@H](C(O)=O)CCCCN.CN(C(ON1N=[N:39][C:34]2[CH:35]=[CH:36][CH:37]=[CH:38][C:33]1=2)=[N+](C)C)C.F[P-](F)(F)(F)(F)F.CN1CCOCC1.CCN(C(C)C)C(C)C. (7) Given the product [CH2:1]([N:3]1[C:7]([N:8]2[CH2:12][CH2:11][CH2:10][CH2:9]2)=[N:6][C:5]([C:13]#[CH:14])=[N:4]1)[CH3:2], predict the reactants needed to synthesize it. The reactants are: [CH2:1]([N:3]1[C:7]([N:8]2[CH2:12][CH2:11][CH2:10][CH2:9]2)=[N:6][C:5]([C:13]#[C:14][Si](C)(C)C)=[N:4]1)[CH3:2].